This data is from NCI-60 drug combinations with 297,098 pairs across 59 cell lines. The task is: Regression. Given two drug SMILES strings and cell line genomic features, predict the synergy score measuring deviation from expected non-interaction effect. Drug 1: C1C(C(OC1N2C=NC3=C(N=C(N=C32)Cl)N)CO)O. Drug 2: CC1=C(N=C(N=C1N)C(CC(=O)N)NCC(C(=O)N)N)C(=O)NC(C(C2=CN=CN2)OC3C(C(C(C(O3)CO)O)O)OC4C(C(C(C(O4)CO)O)OC(=O)N)O)C(=O)NC(C)C(C(C)C(=O)NC(C(C)O)C(=O)NCCC5=NC(=CS5)C6=NC(=CS6)C(=O)NCCC[S+](C)C)O. Cell line: RPMI-8226. Synergy scores: CSS=27.2, Synergy_ZIP=-5.36, Synergy_Bliss=-7.22, Synergy_Loewe=-6.59, Synergy_HSA=-5.45.